Dataset: Forward reaction prediction with 1.9M reactions from USPTO patents (1976-2016). Task: Predict the product of the given reaction. (1) Given the reactants [C:1]1([C:27]2[CH:32]=[CH:31][CH:30]=[CH:29][CH:28]=2)[CH:6]=[CH:5][C:4]([C:7]2[C:20]3[C:21]4=[C:22]5[C:17](=[CH:18][CH:19]=3)[CH:16]=[C:15]([C:23]([CH3:26])([CH3:25])[CH3:24])[CH:14]=[C:13]5[CH:12]=[CH:11][C:10]4=[CH:9][CH:8]=2)=[CH:3][CH:2]=1.[Br:33]N1C(=O)CCC1=O, predict the reaction product. The product is: [Br:33][C:9]1[C:10]2[C:21]3=[C:22]4[C:13](=[CH:12][CH:11]=2)[CH:14]=[C:15]([C:23]([CH3:26])([CH3:24])[CH3:25])[CH:16]=[C:17]4[CH:18]=[CH:19][C:20]3=[C:7]([C:4]2[CH:3]=[CH:2][C:1]([C:27]3[CH:28]=[CH:29][CH:30]=[CH:31][CH:32]=3)=[CH:6][CH:5]=2)[CH:8]=1. (2) Given the reactants [H-].[H-].[H-].[H-].[Li+].[Al+3].F[C:8]1[CH:13]=[CH:12][CH:11]=[CH:10][C:9]=1[C:14]1([C:20]#[N:21])[CH2:19][CH2:18][O:17][CH2:16][CH2:15]1.[C@H](O)(C([O-])=O)[C@@H](O)C([O-])=O.[Na+].[K+], predict the reaction product. The product is: [O:17]1[CH2:18][CH2:19][C:14]2([C:9]3[C:10](=[CH:11][CH:12]=[CH:13][CH:8]=3)[NH:21][CH2:20]2)[CH2:15][CH2:16]1.